From a dataset of hERG Central: cardiac toxicity at 1µM, 10µM, and general inhibition. Predict hERG channel inhibition at various concentrations. (1) The drug is CC1CCCCN1CC(=O)NC(c1ccccc1)c1ccccc1.O=C(O)C(=O)O. Results: hERG_inhib (hERG inhibition (general)): blocker. (2) The molecule is COc1cc(CNCc2ccccn2)ccc1OCc1ccccc1Cl.Cl. Results: hERG_inhib (hERG inhibition (general)): blocker. (3) The compound is COc1ccc(Nc2nnc(-c3ccccc3)c3ccccc23)cc1C(=O)N1CCCCC1. Results: hERG_inhib (hERG inhibition (general)): blocker. (4) The molecule is N=c1c(C(=O)NCc2ccc(F)cc2)cc2c(=O)n3ccccc3nc2n1Cc1cccnc1. Results: hERG_inhib (hERG inhibition (general)): blocker. (5) The compound is COc1ccc2c(c1)cc1n2CCN2CCCN=C12.Cl. Results: hERG_inhib (hERG inhibition (general)): blocker. (6) The molecule is O=c1[nH]c2ccccc2cc1CN(Cc1cccnc1)S(=O)(=O)c1ccc(Cl)cc1. Results: hERG_inhib (hERG inhibition (general)): blocker. (7) The drug is O=C(Nc1ccc(Cl)c(Cl)c1)N1CCC(N2CCCCC2)CC1. Results: hERG_inhib (hERG inhibition (general)): blocker. (8) The drug is CCCCCCOc1ccc(/C(C)=N/NC2=NCCN2)cc1[N+](=O)[O-]. Results: hERG_inhib (hERG inhibition (general)): blocker. (9) The compound is O=C(CCn1c(=O)oc2ccccc21)N1CCN(c2ccc(F)cc2)CC1. Results: hERG_inhib (hERG inhibition (general)): blocker.